From a dataset of NCI-60 drug combinations with 297,098 pairs across 59 cell lines. Regression. Given two drug SMILES strings and cell line genomic features, predict the synergy score measuring deviation from expected non-interaction effect. (1) Drug 1: CC1C(C(=O)NC(C(=O)N2CCCC2C(=O)N(CC(=O)N(C(C(=O)O1)C(C)C)C)C)C(C)C)NC(=O)C3=C4C(=C(C=C3)C)OC5=C(C(=O)C(=C(C5=N4)C(=O)NC6C(OC(=O)C(N(C(=O)CN(C(=O)C7CCCN7C(=O)C(NC6=O)C(C)C)C)C)C(C)C)C)N)C. Drug 2: CCC1=C2CN3C(=CC4=C(C3=O)COC(=O)C4(CC)O)C2=NC5=C1C=C(C=C5)O. Cell line: MDA-MB-231. Synergy scores: CSS=20.0, Synergy_ZIP=-5.32, Synergy_Bliss=1.07, Synergy_Loewe=-6.27, Synergy_HSA=2.02. (2) Synergy scores: CSS=5.37, Synergy_ZIP=-4.16, Synergy_Bliss=-4.04, Synergy_Loewe=-5.70, Synergy_HSA=-2.99. Drug 2: C#CCC(CC1=CN=C2C(=N1)C(=NC(=N2)N)N)C3=CC=C(C=C3)C(=O)NC(CCC(=O)O)C(=O)O. Cell line: EKVX. Drug 1: C1CCC(CC1)NC(=O)N(CCCl)N=O. (3) Drug 1: CCC1=CC2CC(C3=C(CN(C2)C1)C4=CC=CC=C4N3)(C5=C(C=C6C(=C5)C78CCN9C7C(C=CC9)(C(C(C8N6C)(C(=O)OC)O)OC(=O)C)CC)OC)C(=O)OC.C(C(C(=O)O)O)(C(=O)O)O. Drug 2: CCN(CC)CCCC(C)NC1=C2C=C(C=CC2=NC3=C1C=CC(=C3)Cl)OC. Cell line: BT-549. Synergy scores: CSS=69.5, Synergy_ZIP=12.7, Synergy_Bliss=13.0, Synergy_Loewe=2.39, Synergy_HSA=15.6. (4) Drug 1: CN(C)N=NC1=C(NC=N1)C(=O)N. Drug 2: C1=C(C(=O)NC(=O)N1)N(CCCl)CCCl. Cell line: SF-539. Synergy scores: CSS=43.3, Synergy_ZIP=-0.0236, Synergy_Bliss=1.05, Synergy_Loewe=-23.0, Synergy_HSA=2.04. (5) Drug 1: C1=CC(=C2C(=C1NCCNCCO)C(=O)C3=C(C=CC(=C3C2=O)O)O)NCCNCCO. Drug 2: C1=CN(C(=O)N=C1N)C2C(C(C(O2)CO)O)O.Cl. Cell line: M14. Synergy scores: CSS=37.7, Synergy_ZIP=0.748, Synergy_Bliss=1.94, Synergy_Loewe=-4.46, Synergy_HSA=4.31. (6) Drug 1: CCC(=C(C1=CC=CC=C1)C2=CC=C(C=C2)OCCN(C)C)C3=CC=CC=C3.C(C(=O)O)C(CC(=O)O)(C(=O)O)O. Drug 2: CC1=C(C=C(C=C1)C(=O)NC2=CC(=CC(=C2)C(F)(F)F)N3C=C(N=C3)C)NC4=NC=CC(=N4)C5=CN=CC=C5. Cell line: RXF 393. Synergy scores: CSS=-1.41, Synergy_ZIP=1.63, Synergy_Bliss=3.32, Synergy_Loewe=-1.99, Synergy_HSA=-2.26. (7) Drug 1: CNC(=O)C1=CC=CC=C1SC2=CC3=C(C=C2)C(=NN3)C=CC4=CC=CC=N4. Drug 2: C1=CN(C(=O)N=C1N)C2C(C(C(O2)CO)O)O.Cl. Cell line: OVCAR-4. Synergy scores: CSS=2.83, Synergy_ZIP=-1.25, Synergy_Bliss=0.997, Synergy_Loewe=0.814, Synergy_HSA=0.473.